Dataset: Forward reaction prediction with 1.9M reactions from USPTO patents (1976-2016). Task: Predict the product of the given reaction. Given the reactants [N+:1]([C:4]1[N:5]=[C:6]2[N:11]([CH:12]=1)[CH2:10][C@H:9]([O:13]C1CCCCO1)[CH2:8][O:7]2)([O-:3])=[O:2], predict the reaction product. The product is: [N+:1]([C:4]1[N:5]=[C:6]2[N:11]([CH:12]=1)[CH2:10][C@H:9]([OH:13])[CH2:8][O:7]2)([O-:3])=[O:2].